This data is from Full USPTO retrosynthesis dataset with 1.9M reactions from patents (1976-2016). The task is: Predict the reactants needed to synthesize the given product. (1) Given the product [Cl:1][C:2]1[CH:31]=[CH:30][CH:29]=[C:28]([C:32]([F:33])([F:35])[F:34])[C:3]=1[C:4]([N:6]1[C:14]2[C:9](=[C:10]([F:15])[CH:11]=[CH:12][CH:13]=2)[C:8]([C:16]2([OH:27])[CH2:17][CH2:18][CH:19]([C:22]([OH:24])=[O:23])[CH2:20][CH2:21]2)=[N:7]1)=[O:5], predict the reactants needed to synthesize it. The reactants are: [Cl:1][C:2]1[CH:31]=[CH:30][CH:29]=[C:28]([C:32]([F:35])([F:34])[F:33])[C:3]=1[C:4]([N:6]1[C:14]2[C:9](=[C:10]([F:15])[CH:11]=[CH:12][CH:13]=2)[C:8]([C:16]2([OH:27])[CH2:21][CH2:20][CH:19]([C:22]([O:24]CC)=[O:23])[CH2:18][CH2:17]2)=[N:7]1)=[O:5].O[Li].O. (2) Given the product [NH2:1][C:2]1[CH:3]=[C:4]([CH:8]=[C:9]([C:11]([F:14])([F:13])[F:12])[CH:10]=1)[C:5]([NH:21][CH:19]([CH3:20])[CH3:18])=[O:7], predict the reactants needed to synthesize it. The reactants are: [NH2:1][C:2]1[CH:3]=[C:4]([CH:8]=[C:9]([C:11]([F:14])([F:13])[F:12])[CH:10]=1)[C:5]([OH:7])=O.C1C=C[C:18]2N(O)N=[N:21][C:19]=2[CH:20]=1.CN(C(ON1N=NC2C=CC=NC1=2)=[N+](C)C)C.F[P-](F)(F)(F)(F)F.CC(N)C.CCN(C(C)C)C(C)C. (3) Given the product [CH3:12][O:11][C:10]1[N:9]=[C:8]([C:13]([O:15][CH3:16])=[O:14])[CH:7]=[CH:6][C:5]=1[B:20]1[O:21][C:22]([CH3:24])([CH3:23])[C:18]([CH3:34])([CH3:17])[O:19]1, predict the reactants needed to synthesize it. The reactants are: ClCCl.Br[C:5]1[CH:6]=[CH:7][C:8]([C:13]([O:15][CH3:16])=[O:14])=[N:9][C:10]=1[O:11][CH3:12].[CH3:17][C:18]1([CH3:34])[C:22]([CH3:24])([CH3:23])[O:21][B:20]([B:20]2[O:21][C:22]([CH3:24])([CH3:23])[C:18]([CH3:34])([CH3:17])[O:19]2)[O:19]1.C([O-])(=O)C.[K+]. (4) Given the product [CH3:1][O:2][C:3]1[CH:11]=[CH:10][C:6]([C:7]([NH:26][C:27]2[S:31][C:30]([NH:32][C:33]3[CH:34]=[CH:35][C:36]([O:39][CH3:40])=[CH:37][CH:38]=3)=[N:29][C:28]=2[C:41]([NH2:43])=[O:42])=[O:9])=[CH:5][C:4]=1[N+:12]([O-:14])=[O:13], predict the reactants needed to synthesize it. The reactants are: [CH3:1][O:2][C:3]1[CH:11]=[CH:10][C:6]([C:7]([OH:9])=O)=[CH:5][C:4]=1[N+:12]([O-:14])=[O:13].C(Cl)(=O)C(Cl)=O.CN(C=O)C.[NH2:26][C:27]1[S:31][C:30]([NH:32][C:33]2[CH:38]=[CH:37][C:36]([O:39][CH3:40])=[CH:35][CH:34]=2)=[N:29][C:28]=1[C:41]([NH2:43])=[O:42]. (5) Given the product [Br:3][C:4]1[CH:13]=[C:12]2[C:7](=[CH:6][CH:5]=1)[CH:8]=[C:9]([O:16][CH3:17])[C:10]([CH:14]=[CH2:18])=[CH:11]2, predict the reactants needed to synthesize it. The reactants are: [H-].[Na+].[Br:3][C:4]1[CH:13]=[C:12]2[C:7]([CH:8]=[C:9]([O:16][CH3:17])[C:10]([CH:14]=O)=[CH:11]2)=[CH:6][CH:5]=1.[CH2:18]1COCC1. (6) Given the product [OH:27][CH2:26][CH2:25][C@H:24]([NH:23][C:18]1[O:19][C:20]([CH3:22])([CH3:21])[CH:15]([C:12]2[CH:13]=[CH:14][C:9]([OH:8])=[CH:10][CH:11]=2)[S:16](=[O:41])(=[O:42])[N:17]=1)[C:35]1[CH:40]=[CH:39][CH:38]=[CH:37][CH:36]=1, predict the reactants needed to synthesize it. The reactants are: C([O:8][C:9]1[CH:14]=[CH:13][C:12]([CH:15]2[C:20]([CH3:22])([CH3:21])[O:19][C:18]([NH:23][C@H:24]([C:35]3[CH:40]=[CH:39][CH:38]=[CH:37][CH:36]=3)[CH2:25][CH2:26][O:27][Si](C(C)(C)C)(C)C)=[N:17][S:16]2(=[O:42])=[O:41])=[CH:11][CH:10]=1)C1C=CC=CC=1.C(N(CC)CC)C. (7) Given the product [CH3:1][O:2][C:3]1[CH:4]=[C:5]([C:11]2[N:16]=[C:15]([C:17]([N:19]3[CH2:20][CH2:21][N:22]([C:25]4[CH:26]=[CH:27][C:28]([O:31][CH2:35][CH2:36][OH:32])=[CH:29][CH:30]=4)[CH2:23][CH2:24]3)=[O:18])[CH:14]=[CH:13][CH:12]=2)[CH:6]=[CH:7][C:8]=1[O:9][CH3:10], predict the reactants needed to synthesize it. The reactants are: [CH3:1][O:2][C:3]1[CH:4]=[C:5]([C:11]2[N:16]=[C:15]([C:17]([N:19]3[CH2:24][CH2:23][N:22]([C:25]4[CH:30]=[CH:29][C:28]([OH:31])=[CH:27][CH:26]=4)[CH2:21][CH2:20]3)=[O:18])[CH:14]=[CH:13][CH:12]=2)[CH:6]=[CH:7][C:8]=1[O:9][CH3:10].[O:32]1[CH2:36][CH2:35]OC1=O.C(=O)([O-])[O-].[K+].[K+].Cl.C(=O)([O-])O.[Na+].